From a dataset of Reaction yield outcomes from USPTO patents with 853,638 reactions. Predict the reaction yield, written as a fraction of the theoretical maximum amount of product (1.0 means a 100% yield; for example, 0.34 means a 34% yield). (1) The reactants are [CH3:1][O:2][CH2:3][CH2:4][O:5][CH2:6][CH2:7]O.[C:9]([OH:17])(=[O:16])[C:10]1[CH:15]=[CH:14][CH:13]=[CH:12][CH:11]=1. No catalyst specified. The product is [C:9]([O:17][CH2:7][CH2:6][O:5][CH2:4][CH2:3][O:2][CH3:1])(=[O:16])[C:10]1[CH:15]=[CH:14][CH:13]=[CH:12][CH:11]=1. The yield is 0.910. (2) The reactants are C[O:2][C:3]([C@@H:5]1[O:9][C:8](=[O:10])[N:7]([C:11]2[CH:22]=[CH:21][C:14]3[N:15]([CH3:20])[C:16](=[O:19])[CH2:17][O:18][C:13]=3[CH:12]=2)[CH2:6]1)=O.[NH3:23]. The catalyst is CO.CCOCC. The product is [CH3:20][N:15]1[C:14]2[CH:21]=[CH:22][C:11]([N:7]3[CH2:6][C@H:5]([C:3]([NH2:23])=[O:2])[O:9][C:8]3=[O:10])=[CH:12][C:13]=2[O:18][CH2:17][C:16]1=[O:19]. The yield is 0.810. (3) The reactants are [CH2:1]([NH:3][C:4]([NH:6][C:7]1[CH:12]=[CH:11][C:10]([C:13]2[N:14]=[C:15]([N:23]3[CH2:28][CH2:27][O:26][CH2:25][CH2:24]3)[C:16]3[CH2:22][CH2:21][NH:20][CH2:19][C:17]=3[N:18]=2)=[CH:9][CH:8]=1)=[O:5])[CH3:2].[CH:29](N(CC)C(C)C)([CH3:31])[CH3:30].[CH3:38][N:39]([CH3:42])[CH:40]=[O:41]. No catalyst specified. The product is [CH2:1]([NH:3][C:4]([NH:6][C:7]1[CH:8]=[CH:9][C:10]([C:13]2[N:14]=[C:15]([N:23]3[CH2:24][CH2:25][O:26][CH2:27][CH2:28]3)[C:16]3[CH2:22][CH2:21][N:20]([C:38]4[N:39]([CH3:42])[C:40](=[O:41])[CH:30]=[CH:29][CH:31]=4)[CH2:19][C:17]=3[N:18]=2)=[CH:11][CH:12]=1)=[O:5])[CH3:2]. The yield is 0.0440. (4) The reactants are O[CH2:2][CH2:3][C:4]1[CH:9]=[CH:8][C:7]([O:10][C:11](=[O:20])[N:12]([CH3:19])[C:13]2[CH:18]=[CH:17][CH:16]=[CH:15][CH:14]=2)=[CH:6][CH:5]=1.[NH:21]1[CH:25]=[N:24][N:23]=[N:22]1. No catalyst specified. The product is [N:21]1([CH2:2][CH2:3][C:4]2[CH:9]=[CH:8][C:7]([O:10][C:11](=[O:20])[N:12]([CH3:19])[C:13]3[CH:18]=[CH:17][CH:16]=[CH:15][CH:14]=3)=[CH:6][CH:5]=2)[CH:25]=[N:24][N:23]=[N:22]1. The yield is 0.100. (5) The reactants are [F:1][C:2]([F:20])([F:19])[O:3][C:4]1[CH:5]=[C:6]([N:10]2[CH:14]=[C:13]([CH2:15][C:16](O)=[O:17])[N:12]=[CH:11]2)[CH:7]=[CH:8][CH:9]=1.C[N:22](C(ON1N=NC2C=CC=NC1=2)=[N+](C)C)C.F[P-](F)(F)(F)(F)F.[NH4+].[OH-]. The catalyst is CN(C=O)C. The product is [F:1][C:2]([F:20])([F:19])[O:3][C:4]1[CH:5]=[C:6]([N:10]2[CH:14]=[C:13]([CH2:15][C:16]([NH2:22])=[O:17])[N:12]=[CH:11]2)[CH:7]=[CH:8][CH:9]=1. The yield is 0.340.